This data is from Catalyst prediction with 721,799 reactions and 888 catalyst types from USPTO. The task is: Predict which catalyst facilitates the given reaction. (1) Reactant: [C:1]1([P:7](=[O:20])([C:14]2[CH:19]=[CH:18][CH:17]=[CH:16][CH:15]=2)[C:8]2[CH:9]=[N:10][CH:11]=[CH:12][CH:13]=2)[CH:6]=[CH:5][CH:4]=[CH:3][CH:2]=1.C([N-]C(C)C)(C)C.[Li+].C1C[O:32]CC1. Product: [OH:32][C:9]1[C:8]([P:7](=[O:20])([C:14]2[CH:19]=[CH:18][CH:17]=[CH:16][CH:15]=2)[C:1]2[CH:6]=[CH:5][CH:4]=[CH:3][CH:2]=2)=[CH:13][CH:12]=[CH:11][N:10]=1. The catalyst class is: 244. (2) Reactant: [Cl:1][C:2]1[N:3]=[CH:4][NH:5][C:6]=1[Cl:7].[OH-].[K+].I[CH2:11][CH2:12][CH2:13][CH3:14].[K+].[Br-].[Br:17][CH2:18][C:19]1[CH:28]=[CH:27][C:26]2[C:21](=[CH:22][CH:23]=[CH:24][CH:25]=2)[CH:20]=1. Product: [Br-:17].[CH2:11]([C:27]1[C:26]2[C:21](=[CH:22][CH:23]=[CH:24][CH:25]=2)[CH:20]=[C:19]([CH3:18])[C:28]=1[N+:3]1[C:2]([Cl:1])=[C:6]([Cl:7])[NH:5][CH:4]=1)[CH2:12][CH2:13][CH3:14]. The catalyst class is: 10. (3) Reactant: [CH2:1]([O:8][C:9]1[CH:14]=[CH:13][CH:12]=[CH:11][C:10]=1[C:15]1([NH2:18])[CH2:17][CH2:16]1)[C:2]1[CH:7]=[CH:6][CH:5]=[CH:4][CH:3]=1.Br[C:20]1[C:21](=[O:39])[N:22]([C:27]2[C:28]([CH3:38])=[CH:29][C:30]([F:37])=[C:31]([CH:36]=2)[C:32]([O:34][CH3:35])=[O:33])[CH:23]=[C:24]([Br:26])[N:25]=1.CCN(C(C)C)C(C)C. Product: [CH2:1]([O:8][C:9]1[CH:14]=[CH:13][CH:12]=[CH:11][C:10]=1[C:15]1([NH:18][C:20]2[C:21](=[O:39])[N:22]([C:27]3[C:28]([CH3:38])=[CH:29][C:30]([F:37])=[C:31]([CH:36]=3)[C:32]([O:34][CH3:35])=[O:33])[CH:23]=[C:24]([Br:26])[N:25]=2)[CH2:17][CH2:16]1)[C:2]1[CH:3]=[CH:4][CH:5]=[CH:6][CH:7]=1. The catalyst class is: 393. (4) Product: [CH2:9]([C:11]1[C:12]([O:19][CH2:1][C:2]2[CH:7]=[CH:6][CH:5]=[CH:4][CH:3]=2)=[C:13]([OH:17])[CH:14]=[CH:15][CH:16]=1)[CH3:10]. The catalyst class is: 23. Reactant: [CH2:1](Br)[C:2]1[CH:7]=[CH:6][CH:5]=[CH:4][CH:3]=1.[CH2:9]([C:11]1[CH:12]=[C:13]([OH:17])[CH:14]=[CH:15][CH:16]=1)[CH3:10].C([O-])([O-])=[O:19].[K+].[K+].Cl. (5) Reactant: [CH3:1][C:2]1[O:6][N:5]=[C:4]([C:7]2[CH:12]=[CH:11][CH:10]=[CH:9][CH:8]=2)[C:3]=1[CH2:13][O:14][C:15]1[CH:23]=[CH:22][C:18]([C:19]([OH:21])=O)=[CH:17][N:16]=1.F[B-](F)(F)F.N1(OC(N(C)C)=[N+](C)C)C2C=CC=CC=2N=N1.C(N(CC)C(C)C)(C)C.Cl.[N:56]1[N:57]=[CH:58][N:59]2[CH2:64][CH2:63][NH:62][CH2:61][C:60]=12. Product: [N:56]1[N:57]=[CH:58][N:59]2[CH2:64][CH2:63][N:62]([C:19]([C:18]3[CH:17]=[N:16][C:15]([O:14][CH2:13][C:3]4[C:4]([C:7]5[CH:8]=[CH:9][CH:10]=[CH:11][CH:12]=5)=[N:5][O:6][C:2]=4[CH3:1])=[CH:23][CH:22]=3)=[O:21])[CH2:61][C:60]=12. The catalyst class is: 3.